Dataset: Reaction yield outcomes from USPTO patents with 853,638 reactions. Task: Predict the reaction yield, written as a fraction of the theoretical maximum amount of product (1.0 means a 100% yield; for example, 0.34 means a 34% yield). (1) The reactants are [Cl:1][C:2]1[CH:7]=[CH:6][C:5]([C:8](=[NH:20])[NH:9][C:10]2[CH:15]=[CH:14][C:13]([S:16]([CH3:19])(=[O:18])=[O:17])=[CH:12][CH:11]=2)=[CH:4][CH:3]=1.C(=O)(O)[O-].[Na+].Br[CH2:27][C:28](=[O:33])[C:29]([F:32])([F:31])[F:30]. The catalyst is C(O)(C)C. The product is [Cl:1][C:2]1[CH:3]=[CH:4][C:5]([C:8]2[N:9]([C:10]3[CH:15]=[CH:14][C:13]([S:16]([CH3:19])(=[O:17])=[O:18])=[CH:12][CH:11]=3)[CH2:27][C:28]([OH:33])([C:29]([F:32])([F:31])[F:30])[N:20]=2)=[CH:6][CH:7]=1. The yield is 0.620. (2) The reactants are C([O-])([O-])=O.[Cs+].[Cs+].BrC1C=CC(S([O:17][C@@H:18]2[CH2:22][N:21]([C:23]([O:25][C:26]([CH3:29])([CH3:28])[CH3:27])=[O:24])[C@H:20]([C:30]([O:32][CH3:33])=[O:31])[CH2:19]2)(=O)=O)=CC=1.[Br:34][C:35]1[C:44](O)=[CH:43][C:42]2[C:37](=[CH:38][CH:39]=[C:40]([O:46][CH3:47])[CH:41]=2)[N:36]=1. The catalyst is CN1C(=O)CCC1.CCOC(C)=O. The product is [Br:34][C:35]1[C:44]([O:17][C@H:18]2[CH2:22][N:21]([C:23]([O:25][C:26]([CH3:27])([CH3:28])[CH3:29])=[O:24])[C@H:20]([C:30]([O:32][CH3:33])=[O:31])[CH2:19]2)=[CH:43][C:42]2[C:37](=[CH:38][CH:39]=[C:40]([O:46][CH3:47])[CH:41]=2)[N:36]=1. The yield is 0.702. (3) The reactants are Br[C:2]1[CH:7]=[CH:6][CH:5]=[C:4]([Br:8])[CH:3]=1.[CH3:9][N:10]1[CH2:15][CH2:14][NH:13][CH2:12][CH2:11]1.C1CCN2C(=NCCC2)CC1.CC(C)([O-])C.[Na+].N1CCNCC1. The catalyst is C1C=CC(/C=C/C(/C=C/C2C=CC=CC=2)=O)=CC=1.C1C=CC(/C=C/C(/C=C/C2C=CC=CC=2)=O)=CC=1.C1C=CC(/C=C/C(/C=C/C2C=CC=CC=2)=O)=CC=1.[Pd].[Pd].C1C=CC(P(C2C(C3C(P(C4C=CC=CC=4)C4C=CC=CC=4)=CC=C4C=3C=CC=C4)=C3C(C=CC=C3)=CC=2)C2C=CC=CC=2)=CC=1.C1(C)C=CC=CC=1. The product is [Br:8][C:4]1[CH:3]=[C:2]([N:13]2[CH2:14][CH2:15][N:10]([CH3:9])[CH2:11][CH2:12]2)[CH:7]=[CH:6][CH:5]=1. The yield is 0.780. (4) The yield is 0.980. The product is [ClH:1].[ClH:1].[CH3:2][O:3][C:4]1[CH:19]=[CH:18][C:7]([CH2:8][NH:9][NH2:10])=[CH:6][CH:5]=1. The reactants are [ClH:1].[CH3:2][O:3][C:4]1[CH:19]=[CH:18][C:7]([CH2:8][NH:9][NH:10]C(OC(C)(C)C)=O)=[CH:6][CH:5]=1. The catalyst is O1CCOCC1.